Dataset: Peptide-MHC class II binding affinity with 134,281 pairs from IEDB. Task: Regression. Given a peptide amino acid sequence and an MHC pseudo amino acid sequence, predict their binding affinity value. This is MHC class II binding data. (1) The peptide sequence is GLRTLWSPRERLVLT. The MHC is DRB4_0103 with pseudo-sequence DRB4_0103. The binding affinity (normalized) is 0.714. (2) The peptide sequence is VSYQPLGDKVNFFRMVISNP. The MHC is DRB1_0403 with pseudo-sequence DRB1_0403. The binding affinity (normalized) is 0.376. (3) The peptide sequence is VEFVTNMGIIIPDFA. The MHC is H-2-IAb with pseudo-sequence H-2-IAb. The binding affinity (normalized) is 0.384. (4) The peptide sequence is ALWRVSAEEY. The binding affinity (normalized) is 0. The MHC is DRB5_0101 with pseudo-sequence DRB5_0101.